Predict the reactants needed to synthesize the given product. From a dataset of Full USPTO retrosynthesis dataset with 1.9M reactions from patents (1976-2016). (1) Given the product [CH:39]1([CH2:42][O:43][C:44]2[CH:52]=[CH:51][C:47]3[O:48][CH2:49][O:50][C:46]=3[C:45]=2[C:53]2[C:54]3[NH:61][CH:60]=[C:59]([C:62]([NH:2][C@@H:3]([CH2:33][C:34]4[S:35][CH:36]=[CH:37][CH:38]=4)[C:4]([N:6]4[CH2:7][CH2:8][CH:9]([N:12]5[N:21]=[C:20]([C:22]6[CH:27]=[CH:26][C:25]([O:28][CH3:29])=[C:24]([O:30][CH3:31])[CH:23]=6)[C@@H:19]6[C@@H:14]([CH2:15][CH2:16][CH2:17][CH2:18]6)[C:13]5=[O:32])[CH2:10][CH2:11]4)=[O:5])=[O:63])[C:55]=3[N:56]=[CH:57][N:58]=2)[CH2:40][CH2:41]1, predict the reactants needed to synthesize it. The reactants are: Cl.[NH2:2][C@@H:3]([CH2:33][C:34]1[S:35][CH:36]=[CH:37][CH:38]=1)[C:4]([N:6]1[CH2:11][CH2:10][CH:9]([N:12]2[N:21]=[C:20]([C:22]3[CH:27]=[CH:26][C:25]([O:28][CH3:29])=[C:24]([O:30][CH3:31])[CH:23]=3)[C@@H:19]3[C@@H:14]([CH2:15][CH2:16][CH2:17][CH2:18]3)[C:13]2=[O:32])[CH2:8][CH2:7]1)=[O:5].[CH:39]1([CH2:42][O:43][C:44]2[CH:52]=[CH:51][C:47]3[O:48][CH2:49][O:50][C:46]=3[C:45]=2[C:53]2[C:54]3[NH:61][CH:60]=[C:59]([C:62](O)=[O:63])[C:55]=3[N:56]=[CH:57][N:58]=2)[CH2:41][CH2:40]1.CCOC(C(C#N)=NOC(N1CCOCC1)=[N+](C)C)=O.F[P-](F)(F)(F)(F)F.CCN(C(C)C)C(C)C. (2) Given the product [BrH:21].[N:1]1[CH:2]=[CH:3][C:4]([C:7]2[N:11]=[C:10]([CH2:12][NH2:13])[NH:9][N:8]=2)=[CH:5][CH:6]=1, predict the reactants needed to synthesize it. The reactants are: [N:1]1[CH:6]=[CH:5][C:4]([C:7]2[N:11]=[C:10]([CH2:12][NH:13]C(=O)OC(C)(C)C)[NH:9][N:8]=2)=[CH:3][CH:2]=1.[BrH:21]. (3) The reactants are: C1(COC(=O)[N:10]([C@@H:19]([C:21]2[N:30](COCC[Si](C)(C)C)[C:24]3=[N:25][CH:26]=[C:27](Br)[CH:28]=[C:23]3[N:22]=2)[CH3:20])COCC[Si](C)(C)C)C=CC=CC=1.[CH2:40]([C@@H:42]1[CH2:51][C:50]2[N:49]=[CH:48][N:47]=[C:46]([N:52]3[CH2:58][C:57]4[CH:59]=[C:60](B(O)O)[CH:61]=[CH:62][C:56]=4[O:55][CH2:54][CH2:53]3)[C:45]=2[CH2:44][CH2:43]1)[CH3:41]. Given the product [CH2:40]([C@@H:42]1[CH2:51][C:50]2[N:49]=[CH:48][N:47]=[C:46]([N:52]3[CH2:58][C:57]4[CH:59]=[C:60]([C:27]5[CH:28]=[C:23]6[NH:22][C:21]([C@H:19]([NH2:10])[CH3:20])=[N:30][C:24]6=[N:25][CH:26]=5)[CH:61]=[CH:62][C:56]=4[O:55][CH2:54][CH2:53]3)[C:45]=2[CH2:44][CH2:43]1)[CH3:41], predict the reactants needed to synthesize it. (4) Given the product [CH3:1][O:2][CH2:3][O:4][C:5]1[CH:6]=[C:7]([C:11]2[N:12]=[C:13]([N:25]3[CH2:26][CH2:27][O:28][CH2:29][CH2:30]3)[C:14]3[N:20]=[CH:19][C:18]([CH2:21][C:22]4[CH:44]=[C:43]([CH2:42][O:41][CH3:45])[O:24][N:23]=4)=[CH:17][C:15]=3[N:16]=2)[CH:8]=[CH:9][CH:10]=1, predict the reactants needed to synthesize it. The reactants are: [CH3:1][O:2][CH2:3][O:4][C:5]1[CH:6]=[C:7]([C:11]2[N:12]=[C:13]([N:25]3[CH2:30][CH2:29][O:28][CH2:27][CH2:26]3)[C:14]3[N:20]=[CH:19][C:18]([CH2:21][CH:22]=[N:23][OH:24])=[CH:17][C:15]=3[N:16]=2)[CH:8]=[CH:9][CH:10]=1.C(OOC)C#C.Cl[O-].[Na+].O.[O:41]1[CH2:45][CH2:44][CH2:43][CH2:42]1.